Dataset: Reaction yield outcomes from USPTO patents with 853,638 reactions. Task: Predict the reaction yield, written as a fraction of the theoretical maximum amount of product (1.0 means a 100% yield; for example, 0.34 means a 34% yield). (1) The reactants are [CH2:1]([O:8][CH2:9][C@@H:10]([NH:14]C(OC(C)(C)C)=O)[C:11]([OH:13])=[O:12])[C:2]1[CH:7]=[CH:6][CH:5]=[CH:4][CH:3]=1.[CH3:22]O. No catalyst specified. The product is [CH3:22][O:13][C:11](=[O:12])[C@H:10]([NH2:14])[CH2:9][O:8][CH2:1][C:2]1[CH:7]=[CH:6][CH:5]=[CH:4][CH:3]=1. The yield is 1.00. (2) The product is [C:2]([O:4][C@H:5]1[C:14]2[C@:15]3([CH3:30])[C:16](/[C:17](=[CH:18]\[N:41]4[CH2:42][CH2:43][N:38]([C:32]5[CH:37]=[CH:36][CH:35]=[CH:34][CH:33]=5)[CH2:39][CH2:40]4)/[C:23](=[O:24])[O:25][C@@H:26]3[CH2:27][O:28][CH3:29])=[C:20]([OH:19])[C:21](=[O:22])[C:13]=2[CH:8]2[C@@:7]([CH3:31])([C@@H:11]([OH:12])[CH2:10][CH2:9]2)[CH2:6]1)(=[O:3])[CH3:1]. The catalyst is C(Cl)Cl. The yield is 0.225. The reactants are [CH3:1][C:2]([O:4][C@H:5]1[C:14]2[C@@:15]3([CH3:30])[C@@H:26]([CH2:27][O:28][CH3:29])[O:25][C:23](=[O:24])[C:17]4=[CH:18][O:19][C:20]([C:21](=[O:22])[C:13]=2[C@@H:8]2[CH2:9][CH2:10][C@H:11]([OH:12])[C@@:7]2([CH3:31])[CH2:6]1)=[C:16]34)=[O:3].[C:32]1([N:38]2[CH2:43][CH2:42][NH:41][CH2:40][CH2:39]2)[CH:37]=[CH:36][CH:35]=[CH:34][CH:33]=1. (3) The reactants are [F:1][C:2]1[CH:3]=[C:4]([CH:14]([NH:16][C:17]([C:19]2[N:20]=[C:21](Cl)[O:22][CH:23]=2)=[O:18])[CH3:15])[CH:5]=[C:6]([F:13])[C:7]=1[NH:8][S:9]([CH3:12])(=[O:11])=[O:10].[CH2:25]=[C:26]1[C:34]2[CH:33]=[CH:32][CH:31]=[C:30]([OH:35])[C:29]=2[CH2:28][CH2:27]1. No catalyst specified. The product is [F:1][C:2]1[CH:3]=[C:4]([CH:14]([NH:16][C:17]([C:19]2[N:20]=[C:21]([O:35][C:30]3[CH:31]=[CH:32][CH:33]=[C:34]4[C:29]=3[CH2:28][CH2:27][C:26]4=[CH2:25])[O:22][CH:23]=2)=[O:18])[CH3:15])[CH:5]=[C:6]([F:13])[C:7]=1[NH:8][S:9]([CH3:12])(=[O:11])=[O:10]. The yield is 0.770. (4) The reactants are Cl.N[C@@H]1CCCC[C@H]1O.[F:10][C:11]1[CH:12]=[C:13](B(O)O)[CH:14]=[C:15]([F:17])[CH:16]=1.C[Si]([N-][Si](C)(C)C)(C)C.[Na+].N#N.I[CH:34]1[C:39](OC)([O:40]C)[CH2:38][CH2:37][O:36][CH2:35]1.Cl. The catalyst is C1COCC1.O.O.O.O.O.O.[Ni](Cl)Cl. The product is [F:10][C:11]1[CH:12]=[C:13]([CH:34]2[C:39](=[O:40])[CH2:38][CH2:37][O:36][CH2:35]2)[CH:14]=[C:15]([F:17])[CH:16]=1. The yield is 0.274. (5) The product is [CH3:19][O:4][C:3](=[O:5])[CH:2]([NH2:1])[CH2:6][CH2:7][CH2:8][C:9]1[CH:14]=[CH:13][C:12]([N+:15]([O-:17])=[O:16])=[CH:11][CH:10]=1. The reactants are [NH2:1][CH:2]([CH2:6][CH2:7][CH2:8][C:9]1[CH:14]=[CH:13][C:12]([N+:15]([O-:17])=[O:16])=[CH:11][CH:10]=1)[C:3]([OH:5])=[O:4].Cl.[CH3:19]O. The yield is 0.980. No catalyst specified. (6) The reactants are C1(P(C2C=CC=CC=2)C2C=CC=CC=2)C=CC=CC=1.BrN1C(=O)CCC1=O.[CH:28]1([CH2:33][CH:34]([C:38]2[CH:43]=[CH:42][C:41]([S:44]([CH3:47])(=[O:46])=[O:45])=[C:40]([N+:48]([O-:50])=[O:49])[CH:39]=2)[C:35]([OH:37])=O)[CH2:32][CH2:31][CH2:30][CH2:29]1.[NH2:51][C:52]1[CH:57]=[CH:56][C:55]([Br:58])=[CH:54][N:53]=1. The catalyst is C(Cl)Cl. The product is [Br:58][C:55]1[CH:56]=[CH:57][C:52]([NH:51][C:35](=[O:37])[CH:34]([C:38]2[CH:43]=[CH:42][C:41]([S:44]([CH3:47])(=[O:46])=[O:45])=[C:40]([N+:48]([O-:50])=[O:49])[CH:39]=2)[CH2:33][CH:28]2[CH2:32][CH2:31][CH2:30][CH2:29]2)=[N:53][CH:54]=1. The yield is 0.330. (7) The reactants are [ClH:1].Cl.C([O:5][C:6]1[C:15](N)=[C:14]2[C:9]([C:10]([CH2:17][C:18]3[CH:23]=[C:22]([O:24][CH3:25])[C:21]([O:26][CH3:27])=[C:20]([O:28][CH3:29])[CH:19]=3)=[CH:11][N:12]=[CH:13]2)=[CH:8][CH:7]=1)C.N([O-])=O.[Na+].[H+].[B-](F)(F)(F)F.[OH-].[Na+]. The catalyst is Cl.O.C1COCC1.CC(O)=O. The product is [ClH:1].[CH3:25][O:24][C:22]1[CH:23]=[C:18]([CH:19]=[C:20]([O:28][CH3:29])[C:21]=1[O:26][CH3:27])[CH2:17][C:10]1[C:9]2[C:14](=[CH:15][C:6]([OH:5])=[CH:7][CH:8]=2)[CH:13]=[N:12][CH:11]=1. The yield is 0.120. (8) The reactants are Br[C:2]1[CH:7]=[CH:6][C:5]([CH:8]2[CH2:12][CH2:11][CH:10]([C:13]3[CH:18]=[CH:17][C:16](Br)=[CH:15][CH:14]=3)[N:9]2[C:20]2[CH:25]=[CH:24][C:23]([C:26]([CH3:29])([CH3:28])[CH3:27])=[CH:22][CH:21]=2)=[CH:4][CH:3]=1.[CH2:30]1[CH2:34]OCC1.[CH3:35][Si:36]([C:39]#[CH:40])([CH3:38])[CH3:37].[Al]. The catalyst is CCOCC.Cl[Pd](Cl)([P](C1C=CC=CC=1)(C1C=CC=CC=1)C1C=CC=CC=1)[P](C1C=CC=CC=1)(C1C=CC=CC=1)C1C=CC=CC=1.[Cu]I.C(N(CC)CC)C. The product is [C:26]([C:23]1[CH:22]=[CH:21][C:20]([N:9]2[CH:10]([C:13]3[CH:18]=[CH:17][C:16]([C:40]#[C:39][Si:36]([CH3:38])([CH3:37])[CH3:35])=[CH:15][CH:14]=3)[CH2:11][CH2:12][CH:8]2[C:5]2[CH:6]=[CH:7][C:2]([C:34]#[C:30][Si:36]([CH3:38])([CH3:37])[CH3:35])=[CH:3][CH:4]=2)=[CH:25][CH:24]=1)([CH3:29])([CH3:28])[CH3:27]. The yield is 0.890.